Dataset: Full USPTO retrosynthesis dataset with 1.9M reactions from patents (1976-2016). Task: Predict the reactants needed to synthesize the given product. (1) Given the product [F:10][C:11]([F:20])([F:21])[C:12]1[CH:13]=[C:14]2[C:15]([N:18]=[CH:2][CH:3]=[N:19]2)=[CH:16][CH:17]=1, predict the reactants needed to synthesize it. The reactants are: Cl[C:2]1C=CC(N)=C(N)[CH:3]=1.[F:10][C:11]([F:21])([F:20])[C:12]1[CH:17]=[CH:16][C:15]([NH2:18])=[C:14]([NH2:19])[CH:13]=1. (2) Given the product [OH:49][CH2:48][C:37]([CH2:36][OH:55])([CH2:50][OH:51])[CH2:38][N:39]1[CH:46]=[C:45]([F:47])[C:43]([NH2:44])=[N:42][C:40]1=[O:41], predict the reactants needed to synthesize it. The reactants are: CCCC[N+](CCCC)(CCCC)CCCC.[F-].[Si]([CH2:36][C:37]([CH2:50][OH:51])([CH2:48][OH:49])[CH2:38][N:39]1[CH:46]=[C:45]([F:47])[C:43]([NH2:44])=[N:42][C:40]1=[O:41])(C(C)(C)C)(C1C=CC=CC=1)C1C=CC=CC=1.C1C[O:55]CC1. (3) Given the product [F:27][C:18]([F:17])([F:26])[C:19]1[CH:20]=[C:21]([S:25][CH:6]2[CH2:7][CH2:8][CH:9]([C:12]([O:14][CH2:15][CH3:16])=[O:13])[CH2:10][CH2:11]2)[CH:22]=[CH:23][CH:24]=1, predict the reactants needed to synthesize it. The reactants are: CS(O[CH:6]1[CH2:11][CH2:10][CH:9]([C:12]([O:14][CH2:15][CH3:16])=[O:13])[CH2:8][CH2:7]1)(=O)=O.[F:17][C:18]([F:27])([F:26])[C:19]1[CH:20]=[C:21]([SH:25])[CH:22]=[CH:23][CH:24]=1. (4) The reactants are: [N:1]1([S:11]([C:14]2[CH:15]=[C:16]([N:20]3[C:29](=[O:30])[C:28]4[C:23](=[CH:24][CH:25]=[CH:26][C:27]=4[CH2:31][CH2:32][C:33]([O:35]CC)=[O:34])[NH:22][C:21]3=[O:38])[CH:17]=[CH:18][CH:19]=2)(=[O:13])=[O:12])[C:10]2[C:5](=[CH:6][CH:7]=[CH:8][CH:9]=2)[CH2:4][CH2:3][CH2:2]1.[OH-].[Na+].Cl. Given the product [N:1]1([S:11]([C:14]2[CH:15]=[C:16]([N:20]3[C:29](=[O:30])[C:28]4[C:23](=[CH:24][CH:25]=[CH:26][C:27]=4[CH2:31][CH2:32][C:33]([OH:35])=[O:34])[NH:22][C:21]3=[O:38])[CH:17]=[CH:18][CH:19]=2)(=[O:13])=[O:12])[C:10]2[C:5](=[CH:6][CH:7]=[CH:8][CH:9]=2)[CH2:4][CH2:3][CH2:2]1, predict the reactants needed to synthesize it.